This data is from Forward reaction prediction with 1.9M reactions from USPTO patents (1976-2016). The task is: Predict the product of the given reaction. (1) Given the reactants [Br:1][C:2]1[N:7]=[C:6]([C:8]([OH:10])=O)[CH:5]=[CH:4][CH:3]=1.[CH2:11]([NH2:16])[C:12]([CH3:15])([CH3:14])[CH3:13], predict the reaction product. The product is: [CH3:13][C:12]([CH3:15])([CH3:14])[CH2:11][NH:16][C:8]([C:6]1[CH:5]=[CH:4][CH:3]=[C:2]([Br:1])[N:7]=1)=[O:10]. (2) Given the reactants [F:1][C:2]1[CH:8]=[CH:7][CH:6]=[CH:5][C:3]=1[NH2:4].C[Si]([N-][Si](C)(C)C)(C)C.[Na+].[C:19](O[C:19]([O:21][C:22]([CH3:25])([CH3:24])[CH3:23])=[O:20])([O:21][C:22]([CH3:25])([CH3:24])[CH3:23])=[O:20], predict the reaction product. The product is: [F:1][C:2]1[CH:8]=[CH:7][CH:6]=[CH:5][C:3]=1[NH:4][C:19](=[O:20])[O:21][C:22]([CH3:25])([CH3:24])[CH3:23].